This data is from Reaction yield outcomes from USPTO patents with 853,638 reactions. The task is: Predict the reaction yield, written as a fraction of the theoretical maximum amount of product (1.0 means a 100% yield; for example, 0.34 means a 34% yield). (1) The reactants are C([O:4][CH2:5][C:6]1[C:7]([N:27]2[N:36]=[CH:35][C:34]3[C:29](=[C:30]([F:41])[CH:31]=[C:32]([C:37]([CH3:40])([CH3:39])[CH3:38])[CH:33]=3)[C:28]2=[O:42])=[N:8][CH:9]=[CH:10][C:11]=1[C:12]1[CH:17]=[C:16]([NH:18][C:19]2[CH:23]=[C:22]([CH3:24])[O:21][N:20]=2)[C:15](=[O:25])[N:14]([CH3:26])[CH:13]=1)(=O)C.O.[OH-].[Li+]. The catalyst is C1COCC1.C(O)(C)C. The product is [C:37]([C:32]1[CH:33]=[C:34]2[C:29](=[C:30]([F:41])[CH:31]=1)[C:28](=[O:42])[N:27]([C:7]1[C:6]([CH2:5][OH:4])=[C:11]([C:12]3[CH:17]=[C:16]([NH:18][C:19]4[CH:23]=[C:22]([CH3:24])[O:21][N:20]=4)[C:15](=[O:25])[N:14]([CH3:26])[CH:13]=3)[CH:10]=[CH:9][N:8]=1)[N:36]=[CH:35]2)([CH3:40])([CH3:38])[CH3:39]. The yield is 0.330. (2) The reactants are Cl[C:2]1[N:7]=[C:6]([C:8]([NH2:10])=[O:9])[CH:5]=[CH:4][N:3]=1.[Br:11][C:12]1[C:13]([F:21])=[C:14](B(O)O)[CH:15]=[CH:16][CH:17]=1. No catalyst specified. The product is [Br:11][C:12]1[C:13]([F:21])=[C:14]([C:2]2[N:7]=[C:6]([C:8]([NH2:10])=[O:9])[CH:5]=[CH:4][N:3]=2)[CH:15]=[CH:16][CH:17]=1. The yield is 0.480. (3) The catalyst is C1COCC1.CO.O. The reactants are [C:1]([O:5][C:6](=[O:44])[CH2:7][CH2:8][CH2:9][CH2:10][N:11]1[C:17]2[CH:18]=[CH:19][C:20]([C:22]([O:24]C)=[O:23])=[CH:21][C:16]=2[C:15](=[O:26])[N:14]([C@@H:27]([C:29]2[CH:34]=[CH:33][C:32]([Cl:35])=[CH:31][CH:30]=2)[CH3:28])[C@@H:13]([C:36]2[CH:41]=[CH:40][C:39]([Cl:42])=[CH:38][CH:37]=2)[C:12]1=[O:43])([CH3:4])([CH3:3])[CH3:2].[OH-].[Na+]. The yield is 0.770. The product is [C:1]([O:5][C:6]([CH2:7][CH2:8][CH2:9][CH2:10][N:11]1[C:17]2[CH:18]=[CH:19][C:20]([C:22]([OH:24])=[O:23])=[CH:21][C:16]=2[C:15](=[O:26])[N:14]([C@@H:27]([C:29]2[CH:30]=[CH:31][C:32]([Cl:35])=[CH:33][CH:34]=2)[CH3:28])[C@@H:13]([C:36]2[CH:37]=[CH:38][C:39]([Cl:42])=[CH:40][CH:41]=2)[C:12]1=[O:43])=[O:44])([CH3:2])([CH3:3])[CH3:4]. (4) The reactants are CC(C)([O-])C.[Na+].C1(C)C=CC=CC=1.Br[C:15]1[CH:16]=[N:17][CH:18]=[CH:19][CH:20]=1.[CH2:21]([NH:23][CH2:24][CH3:25])[CH3:22]. The catalyst is C1C=CC(/C=C/C(/C=C/C2C=CC=CC=2)=O)=CC=1.C1C=CC(/C=C/C(/C=C/C2C=CC=CC=2)=O)=CC=1.C1C=CC(/C=C/C(/C=C/C2C=CC=CC=2)=O)=CC=1.C(Cl)(Cl)Cl.[Pd].[Pd].C(OCC)(=O)C.O. The product is [CH2:21]([N:23]([CH2:24][CH3:25])[C:15]1[CH:16]=[N:17][CH:18]=[CH:19][CH:20]=1)[CH3:22]. The yield is 0.360. (5) The reactants are Br[C:2]1[N:3]=[C:4]([C:15]2[CH:20]=[CH:19][CH:18]=[CH:17][C:16]=2[Cl:21])[N:5]([CH2:7][O:8][CH2:9][CH2:10][Si:11]([CH3:14])([CH3:13])[CH3:12])[CH:6]=1.C(=O)([O-])[O-].[Na+].[Na+].CC1(C)C(C)(C)OB([C:36]2[CH:41]=[CH:40][N:39]=[C:38]([NH:42][C:43](=[O:45])[CH3:44])[CH:37]=2)O1. The catalyst is O1CCOCC1.O.C1C=CC([P]([Pd]([P](C2C=CC=CC=2)(C2C=CC=CC=2)C2C=CC=CC=2)([P](C2C=CC=CC=2)(C2C=CC=CC=2)C2C=CC=CC=2)[P](C2C=CC=CC=2)(C2C=CC=CC=2)C2C=CC=CC=2)(C2C=CC=CC=2)C2C=CC=CC=2)=CC=1. The product is [Cl:21][C:16]1[CH:17]=[CH:18][CH:19]=[CH:20][C:15]=1[C:4]1[N:5]([CH2:7][O:8][CH2:9][CH2:10][Si:11]([CH3:14])([CH3:13])[CH3:12])[CH:6]=[C:2]([C:36]2[CH:41]=[CH:40][N:39]=[C:38]([NH:42][C:43](=[O:45])[CH3:44])[CH:37]=2)[N:3]=1. The yield is 0.270. (6) The reactants are [C:1]([O:5][C:6]([CH2:8][CH2:9][C:10]([NH:29][C:30]([CH2:32][CH2:33][C:34]([OH:36])=[O:35])=[O:31])([CH2:20][CH2:21][C:22]([O:24][C:25]([CH3:28])([CH3:27])[CH3:26])=[O:23])[CH2:11][CH2:12][C:13]([O:15][C:16]([CH3:19])([CH3:18])[CH3:17])=[O:14])=[O:7])([CH3:4])([CH3:3])[CH3:2].C([O-])(O)=O.[Na+].[C:42](=[O:49])([O:46][CH2:47]I)[S:43][CH2:44][CH3:45]. The catalyst is O.C(Cl)Cl. The product is [C:42](=[O:49])([S:43][CH2:44][CH3:45])[O:46][CH2:47][O:35][C:34](=[O:36])[CH2:33][CH2:32][C:30](=[O:31])[NH:29][C:10]([CH2:9][CH2:8][C:6]([O:5][C:1]([CH3:2])([CH3:3])[CH3:4])=[O:7])([CH2:20][CH2:21][C:22]([O:24][C:25]([CH3:26])([CH3:27])[CH3:28])=[O:23])[CH2:11][CH2:12][C:13]([O:15][C:16]([CH3:17])([CH3:18])[CH3:19])=[O:14]. The yield is 0.720. (7) The reactants are Br[C:2]1[N:7]=[C:6]([C:8]([OH:10])=[O:9])[CH:5]=[CH:4][CH:3]=1.[C:11]1(B(O)O)[CH:16]=[CH:15][CH:14]=[CH:13][CH:12]=1.C(=O)([O-])[O-].[Cs+].[Cs+]. The catalyst is CN(C=O)C.O. The product is [C:11]1([C:2]2[N:7]=[C:6]([C:8]([OH:10])=[O:9])[CH:5]=[CH:4][CH:3]=2)[CH:16]=[CH:15][CH:14]=[CH:13][CH:12]=1. The yield is 0.180.